From a dataset of Forward reaction prediction with 1.9M reactions from USPTO patents (1976-2016). Predict the product of the given reaction. The product is: [F:10][C:4]1[CH:3]=[C:2]([CH:11]2[CH2:16][CH2:15][CH2:14][CH2:13][CH:12]2[OH:17])[CH:7]=[C:6]([F:8])[C:5]=1[F:9]. Given the reactants Br[C:2]1[CH:7]=[C:6]([F:8])[C:5]([F:9])=[C:4]([F:10])[CH:3]=1.[CH:11]12[O:17][CH:12]1[CH2:13][CH2:14][CH2:15][CH2:16]2.[Cl-].[NH4+], predict the reaction product.